Dataset: Reaction yield outcomes from USPTO patents with 853,638 reactions. Task: Predict the reaction yield, written as a fraction of the theoretical maximum amount of product (1.0 means a 100% yield; for example, 0.34 means a 34% yield). (1) The reactants are I[C:2]1[CH:7]=[CH:6][N:5]=[CH:4][CH:3]=1.[Li]CCCC.CCCCCC.[CH3:19][O:20][C:21]1[CH:26]=[CH:25][C:24]([C:27]2[CH:28]=[CH:29][C:30]([C:33](=[O:35])[CH3:34])=[N:31][CH:32]=2)=[CH:23][CH:22]=1. The catalyst is C1COCC1. The product is [CH3:19][O:20][C:21]1[CH:22]=[CH:23][C:24]([C:27]2[CH:28]=[CH:29][C:30]([C:33]([C:2]3[CH:7]=[CH:6][N:5]=[CH:4][CH:3]=3)([OH:35])[CH3:34])=[N:31][CH:32]=2)=[CH:25][CH:26]=1. The yield is 0.330. (2) The yield is 0.800. The catalyst is CN(C)C=O. The reactants are C(O)(=O)C.[NH2:5][CH2:6][C@@H:7]([C:9]1[CH:10]=[CH:11][C:12]([OH:20])=[C:13]([NH:15][S:16]([CH3:19])(=[O:18])=[O:17])[CH:14]=1)[OH:8].O=[C:22]1[CH2:27][CH2:26][N:25]([C:28]2[CH:33]=[CH:32][C:31]([S:34]([NH:37][CH2:38][C:39]([O:41][C:42]([CH3:45])([CH3:44])[CH3:43])=[O:40])(=[O:36])=[O:35])=[CH:30][CH:29]=2)[CH2:24][CH2:23]1.C(O[BH-](OC(=O)C)OC(=O)C)(=O)C.[Na+]. The product is [OH:8][C@H:7]([C:9]1[CH:10]=[CH:11][C:12]([OH:20])=[C:13]([NH:15][S:16]([CH3:19])(=[O:18])=[O:17])[CH:14]=1)[CH2:6][NH:5][CH:22]1[CH2:23][CH2:24][N:25]([C:28]2[CH:29]=[CH:30][C:31]([S:34]([NH:37][CH2:38][C:39]([O:41][C:42]([CH3:45])([CH3:44])[CH3:43])=[O:40])(=[O:36])=[O:35])=[CH:32][CH:33]=2)[CH2:26][CH2:27]1. (3) The reactants are C(OC([N:8]1[CH2:13][CH2:12][CH:11]([C:14](=[O:30])[NH:15][C:16]2[CH:21]=[CH:20][CH:19]=[C:18]([O:22][C:23]3[CH:28]=[CH:27][C:26]([F:29])=[CH:25][CH:24]=3)[CH:17]=2)[CH2:10][CH2:9]1)=O)(C)(C)C.[ClH:31]. The catalyst is O1CCOCC1. The product is [ClH:31].[F:29][C:26]1[CH:27]=[CH:28][C:23]([O:22][C:18]2[CH:17]=[C:16]([NH:15][C:14]([CH:11]3[CH2:10][CH2:9][NH:8][CH2:13][CH2:12]3)=[O:30])[CH:21]=[CH:20][CH:19]=2)=[CH:24][CH:25]=1. The yield is 0.960. (4) The reactants are [Cl:1][C:2]1[N:3]([CH2:28][CH2:29][CH3:30])[C:4](=[O:27])[C:5]2[NH:6][C:7]([C:11]3[CH:12]=[N:13][N:14]([CH2:16][C:17]4[CH:22]=[CH:21][CH:20]=[C:19]([C:23]([F:26])([F:25])[F:24])[CH:18]=4)[CH:15]=3)=[N:8][C:9]=2[N:10]=1.[C:31]([O-])([O-])=O.[K+].[K+].CI.CN(C=O)C. The catalyst is O. The product is [Cl:1][C:2]1[N:3]([CH2:28][CH2:29][CH3:30])[C:4](=[O:27])[C:5]2[N:6]([CH3:31])[C:7]([C:11]3[CH:12]=[N:13][N:14]([CH2:16][C:17]4[CH:22]=[CH:21][CH:20]=[C:19]([C:23]([F:26])([F:25])[F:24])[CH:18]=4)[CH:15]=3)=[N:8][C:9]=2[N:10]=1. The yield is 0.580. (5) The reactants are [CH3:1][N:2]([CH3:23])[C:3]1[CH:22]=[CH:21][C:6]([C:7]([N:9]2[C:18]3[C:13](=[CH:14][CH:15]=[CH:16][CH:17]=3)[C@H:12]([NH2:19])[CH2:11][C@@H:10]2[CH3:20])=[O:8])=[CH:5][CH:4]=1.[Cl:24][C:25]1[CH:30]=[CH:29][C:28](B(O)O)=[CH:27][CH:26]=1.N1C=CC=CC=1.C(OCC)(=O)C. The catalyst is CN(C=O)C.C([O-])(=O)C.[Cu+2].C([O-])(=O)C. The product is [CH3:23][N:2]([CH3:1])[C:3]1[CH:4]=[CH:5][C:6]([C:7]([N:9]2[C:18]3[C:13](=[CH:14][CH:15]=[CH:16][CH:17]=3)[C@H:12]([NH:19][C:28]3[CH:29]=[CH:30][C:25]([Cl:24])=[CH:26][CH:27]=3)[CH2:11][C@@H:10]2[CH3:20])=[O:8])=[CH:21][CH:22]=1. The yield is 0.220. (6) The reactants are [Cl:1][C:2]1[C:10]([C:11]2[CH:12]=[CH:13][C:14]([NH2:17])=[N:15][CH:16]=2)=[CH:9][C:8]2[CH2:7][CH2:6][O:5][C:4]=2[CH:3]=1.[F:18][C:19]1[CH:27]=[CH:26][CH:25]=[C:24]([F:28])[C:20]=1[C:21](Cl)=[O:22].CCN(C(C)C)C(C)C.C([O-])(O)=O.[Na+].C(Cl)Cl. The catalyst is C(Cl)Cl. The product is [F:18][C:19]1[CH:27]=[CH:26][CH:25]=[C:24]([F:28])[C:20]=1[C:21]([NH:17][C:14]1[CH:13]=[CH:12][C:11]([C:10]2[C:2]([Cl:1])=[CH:3][C:4]3[O:5][CH2:6][CH2:7][C:8]=3[CH:9]=2)=[CH:16][N:15]=1)=[O:22]. The yield is 0.821. (7) The reactants are [CH:1]1[CH:2]=[C:3]([C:10]([C:12]2[CH:19]=[CH:18][C:15]([C:16]#[N:17])=[CH:14][CH:13]=2)=O)[N:4]2[C:9]=1[CH:8]=[CH:7][CH:6]=[CH:5]2.B.C1COCC1. The yield is 0.920. The product is [CH:1]1[CH:2]=[C:3]([CH2:10][C:12]2[CH:13]=[CH:14][C:15]([C:16]#[N:17])=[CH:18][CH:19]=2)[N:4]2[C:9]=1[CH:8]=[CH:7][CH:6]=[CH:5]2. The catalyst is CO. (8) The reactants are CC(C)([O-])C.[K+].[C:7]1([S:13]([CH2:16][CH2:17][SH:18])(=[O:15])=[O:14])[CH:12]=[CH:11][CH:10]=[CH:9][CH:8]=1.Cl[C:20]1[N:34]=[C:33]([CH3:35])[CH:32]=[CH:31][C:21]=1[C:22]([NH:24][CH2:25][C:26]1[S:27][CH:28]=[CH:29][CH:30]=1)=[O:23].CCCCCC.CC(=O)OCC. The catalyst is CN(C=O)C. The product is [C:7]1([S:13]([CH2:16][CH2:17][S:18][C:20]2[N:34]=[C:33]([CH3:35])[CH:32]=[CH:31][C:21]=2[C:22]([NH:24][CH2:25][C:26]2[S:27][CH:28]=[CH:29][CH:30]=2)=[O:23])(=[O:15])=[O:14])[CH:8]=[CH:9][CH:10]=[CH:11][CH:12]=1. The yield is 0.640. (9) The reactants are [C:1]([N:5]1[CH2:9][CH2:8][CH2:7][CH2:6]1)(=[O:4])[CH:2]=[CH2:3].SCCO.N(C(C)(CC(C)C)C#N)=NC(C)(CC(C)C)C#N.CCCCCC. The catalyst is C(OCC)(=O)C. The product is [C:1]([N:5]1[CH2:9][CH2:8][CH:7]=[CH:6]1)(=[O:4])[CH:2]=[CH2:3]. The yield is 0.950. (10) The reactants are [NH:1]1[CH2:7][CH2:6][CH2:5][CH2:4][C@H:3]([NH:8][C:9](=[O:15])[O:10][C:11]([CH3:14])([CH3:13])[CH3:12])[CH2:2]1.[Br:16][C:17]1[C:18](F)=[C:19]2[C:25]([NH:26][C:27]([CH:29]3[CH2:31][CH2:30]3)=[O:28])=[CH:24][NH:23][C:20]2=[N:21][CH:22]=1. The catalyst is CCCCO. The product is [Br:16][C:17]1[C:18]([N:1]2[CH2:7][CH2:6][CH2:5][CH2:4][C@H:3]([NH:8][C:9](=[O:15])[O:10][C:11]([CH3:12])([CH3:14])[CH3:13])[CH2:2]2)=[C:19]2[C:25]([NH:26][C:27]([CH:29]3[CH2:30][CH2:31]3)=[O:28])=[CH:24][NH:23][C:20]2=[N:21][CH:22]=1. The yield is 0.0900.